Regression/Classification. Given a drug SMILES string, predict its absorption, distribution, metabolism, or excretion properties. Task type varies by dataset: regression for continuous measurements (e.g., permeability, clearance, half-life) or binary classification for categorical outcomes (e.g., BBB penetration, CYP inhibition). Dataset: cyp2c19_veith. From a dataset of CYP2C19 inhibition data for predicting drug metabolism from PubChem BioAssay. (1) The drug is CC(C)(C)c1cc2c(O)c(c1)Cc1cc(C(C)(C)C)cc(c1O)Cc1cc(C(C)(C)C)cc(c1O)Cc1cc(C(C)(C)C)cc(c1O)Cc1cc(C(C)(C)C)cc(c1O)Cc1cc(C(C)(C)C)cc(c1O)Cc1cc(C(C)(C)C)cc(c1O)Cc1cc(C(C)(C)C)cc(c1O)C2. The result is 0 (non-inhibitor). (2) The drug is COC(=O)C(O)(c1c(C)[nH]c2ccccc12)C(F)(F)F. The result is 1 (inhibitor). (3) The molecule is COC(=O)[C@@]1(Cc2ccc(F)cc2)[C@H]2c3cc(C(=O)N(C)C)n(Cc4ccsc4Br)c3C[C@H]2CN1C(=O)c1ccccc1. The result is 1 (inhibitor). (4) The molecule is COCCn1c(=O)c(-c2ccccc2)nc2cnc(Oc3ccc(OC)cc3)nc21. The result is 0 (non-inhibitor). (5) The compound is O=C(Nc1ncc2c(n1)-c1ccccc1CC2)c1ccc(Cl)cc1. The result is 1 (inhibitor). (6) The drug is N#CCCn1c(=O)cnc2cnc(N3CCNCC3)nc21. The result is 0 (non-inhibitor). (7) The compound is CN(C)c1ncc2nc(-c3cc(F)cc(F)c3)c(=O)n(-c3ccccc3)c2n1. The result is 0 (non-inhibitor). (8) The compound is COc1cccc(SCc2noc(C(=O)NCC3CCCO3)c2C(=O)O)c1. The result is 1 (inhibitor). (9) The molecule is NCCNS(=O)(=O)c1cccc2c(Cl)cccc12. The result is 1 (inhibitor). (10) The molecule is N#CC(C#N)=C(N)/C(C#N)=C/c1ccc(O)cc1. The result is 0 (non-inhibitor).